From a dataset of TCR-epitope binding with 47,182 pairs between 192 epitopes and 23,139 TCRs. Binary Classification. Given a T-cell receptor sequence (or CDR3 region) and an epitope sequence, predict whether binding occurs between them. (1) The epitope is SEPVLKGVKL. The TCR CDR3 sequence is CASSLARGQYSYEQYF. Result: 0 (the TCR does not bind to the epitope). (2) The epitope is GTSGSPIVNR. The TCR CDR3 sequence is CASLSGRAPQHF. Result: 1 (the TCR binds to the epitope). (3) The epitope is TLVPQEHYV. The TCR CDR3 sequence is CSVGHTNTEAFF. Result: 1 (the TCR binds to the epitope). (4) The epitope is EIYKRWII. The TCR CDR3 sequence is CASSQEGTGYETQYF. Result: 0 (the TCR does not bind to the epitope). (5) The epitope is EEHVQIHTI. The TCR CDR3 sequence is CSVEGTSGAENEQFF. Result: 1 (the TCR binds to the epitope). (6) The epitope is LLQTGIHVRVSQPSL. The TCR CDR3 sequence is CASRGLAGDEQYF. Result: 1 (the TCR binds to the epitope).